This data is from Full USPTO retrosynthesis dataset with 1.9M reactions from patents (1976-2016). The task is: Predict the reactants needed to synthesize the given product. (1) Given the product [C:16]([CH:13]1[CH2:12][CH2:11][CH:10]([N:9]2[C:27](=[O:33])[CH2:28][C:29]([CH3:31])=[N:8]2)[CH2:15][CH2:14]1)([CH3:19])([CH3:17])[CH3:18], predict the reactants needed to synthesize it. The reactants are: C(OC([NH:8][NH:9][CH:10]1[CH2:15][CH2:14][CH:13]([C:16]([CH3:19])([CH3:18])[CH3:17])[CH2:12][CH2:11]1)=O)(C)(C)C.C(O)(C(F)(F)F)=O.[C:27]([O:33]C)(=O)[CH2:28][C:29]([CH3:31])=O. (2) Given the product [Br:3][C:4]1[CH:9]=[CH:8][C:7]([C:10]2[O:11][C:12]([CH3:18])=[C:13]([CH2:15][CH2:16][I:1])[N:14]=2)=[CH:6][CH:5]=1, predict the reactants needed to synthesize it. The reactants are: [I:1]I.[Br:3][C:4]1[CH:9]=[CH:8][C:7]([C:10]2[O:11][C:12]([CH3:18])=[C:13]([CH2:15][CH2:16]O)[N:14]=2)=[CH:6][CH:5]=1.C1(P(C2C=CC=CC=2)C2C=CC=CC=2)C=CC=CC=1.N1C=CC=CC=1. (3) Given the product [CH3:13][O:12][C:9]1[CH:10]=[C:11]2[C:6](=[CH:7][C:8]=1[O:14][CH2:15][CH2:16][CH2:17][N:18]1[CH2:22][CH2:21][CH2:20][CH2:19]1)[N:5]=[CH:4][N:3]=[C:2]2[O:23][C:24]1[CH:33]=[C:32]2[C:27]([CH:28]=[CH:29][C:30]([CH3:34])=[N:31]2)=[CH:26][CH:25]=1, predict the reactants needed to synthesize it. The reactants are: Cl[C:2]1[C:11]2[C:6](=[CH:7][C:8]([O:14][CH2:15][CH2:16][CH2:17][N:18]3[CH2:22][CH2:21][CH2:20][CH2:19]3)=[C:9]([O:12][CH3:13])[CH:10]=2)[N:5]=[CH:4][N:3]=1.[OH:23][C:24]1[CH:33]=[C:32]2[C:27]([CH:28]=[CH:29][C:30]([CH3:34])=[N:31]2)=[CH:26][CH:25]=1.C(=O)([O-])[O-].[K+].[K+]. (4) Given the product [C:23]([O:27][C:28](=[O:43])[CH2:29][N:30]1[C:34]2[CH:35]=[CH:36][C:37]([NH:39][CH2:15][C:16]3[CH:21]=[CH:20][CH:19]=[CH:18][CH:17]=3)=[CH:38][C:33]=2[N:32]=[C:31]1[CH2:40][CH2:41][CH3:42])([CH3:26])([CH3:25])[CH3:24], predict the reactants needed to synthesize it. The reactants are: C(O[BH-](OC(=O)C)OC(=O)C)(=O)C.[Na+].[CH:15](=O)[C:16]1[CH:21]=[CH:20][CH:19]=[CH:18][CH:17]=1.[C:23]([O:27][C:28](=[O:43])[CH2:29][N:30]1[C:34]2[CH:35]=[CH:36][C:37]([NH2:39])=[CH:38][C:33]=2[N:32]=[C:31]1[CH2:40][CH2:41][CH3:42])([CH3:26])([CH3:25])[CH3:24]. (5) Given the product [CH3:1][C:2]1[O:3][C:4]2[CH:10]=[C:9]([NH:11][C:12]([N:34]3[CH2:35][CH2:36][N:31]([C:28]4[S:29][CH:30]=[C:26]([C:20]5[CH:25]=[CH:24][CH:23]=[CH:22][CH:21]=5)[N:27]=4)[CH2:32][CH2:33]3)=[O:19])[CH:8]=[CH:7][C:5]=2[N:6]=1, predict the reactants needed to synthesize it. The reactants are: [CH3:1][C:2]1[O:3][C:4]2[CH:10]=[C:9]([NH:11][C:12](=[O:19])OCC(Cl)(Cl)Cl)[CH:8]=[CH:7][C:5]=2[N:6]=1.[C:20]1([C:26]2[N:27]=[C:28]([N:31]3[CH2:36][CH2:35][NH:34][CH2:33][CH2:32]3)[S:29][CH:30]=2)[CH:25]=[CH:24][CH:23]=[CH:22][CH:21]=1.C(N(C(C)C)CC)(C)C.CS(C)=O.